Binary Classification. Given a drug SMILES string, predict its activity (active/inactive) in a high-throughput screening assay against a specified biological target. From a dataset of Orexin1 receptor HTS with 218,158 compounds and 233 confirmed actives. (1) The compound is Brc1cc(S(=O)(=O)NCc2cccnc2)ccc1OC. The result is 0 (inactive). (2) The result is 0 (inactive). The drug is Clc1c(N(N\C(NC(=O)Nc2ccccc2)=C/C(OCC)=O)C)ncc(c1)C(F)(F)F. (3) The drug is O=c1n(c(=O)n(c2nc(n(c12)Cc1ccccc1)NC(Cc1ccccc1)C(O)=O)C)C. The result is 0 (inactive). (4) The compound is S(c1n(c2c(n1)cccc2)CCC(O)=O)CCOc1ccc(CC)cc1. The result is 0 (inactive). (5) The drug is S(=O)(=O)(N(CC(=O)NCc1ccccc1)c1ccc(OC)cc1)c1c(n(nc1C)C)C. The result is 0 (inactive). (6) The drug is S(=O)(=O)(NC1=NCCCCC1)c1cc(NC(=O)COC(=O)Cc2c(F)cccc2)ccc1. The result is 0 (inactive). (7) The molecule is S(c1nc(nc2c1cccc2)c1ccccc1)CC#N. The result is 1 (active). (8) The molecule is Brc1c(nn(c1)C)C(=O)Nc1cc(OC)ccc1. The result is 0 (inactive). (9) The drug is Clc1c(C2n3[nH]cnc3=NC(=C2C(=O)C)C)cccc1. The result is 0 (inactive).